From a dataset of Peptide-MHC class II binding affinity with 134,281 pairs from IEDB. Regression. Given a peptide amino acid sequence and an MHC pseudo amino acid sequence, predict their binding affinity value. This is MHC class II binding data. (1) The peptide sequence is SAQIHLYYNSNIG. The MHC is HLA-DPA10201-DPB10501 with pseudo-sequence HLA-DPA10201-DPB10501. The binding affinity (normalized) is 0. (2) The peptide sequence is ALTKAITAMSEVQKV. The MHC is DRB1_0901 with pseudo-sequence DRB1_0901. The binding affinity (normalized) is 0.507. (3) The binding affinity (normalized) is 0.163. The MHC is HLA-DQA10102-DQB10502 with pseudo-sequence HLA-DQA10102-DQB10502. The peptide sequence is KGSNPNYLALLVKYV. (4) The MHC is DRB1_0701 with pseudo-sequence DRB1_0701. The peptide sequence is CDGRGKSTRSTTDSG. The binding affinity (normalized) is 0.408.